Dataset: Reaction yield outcomes from USPTO patents with 853,638 reactions. Task: Predict the reaction yield, written as a fraction of the theoretical maximum amount of product (1.0 means a 100% yield; for example, 0.34 means a 34% yield). The reactants are [C:1]([O:5][C:6]([CH:8]1[CH2:12][CH:11]([OH:13])[CH2:10][CH:9]1[C:14](=[O:26])[NH:15][C:16]1([C:21]([O:23][CH2:24][CH3:25])=[O:22])[CH2:18][CH:17]1[CH:19]=[CH2:20])=[O:7])([CH3:4])([CH3:3])[CH3:2].O[C:28]1[C:37]2[C:32](=[C:33]([CH3:40])[C:34]([O:38][CH3:39])=[CH:35][CH:36]=2)[N:31]=[C:30]([C:41]2[CH:46]=[CH:45][CH:44]=[C:43]([CH3:47])[N:42]=2)[CH:29]=1.C1(P(C2C=CC=CC=2)C2C=CC=CC=2)C=CC=CC=1.CC(OC(/N=N/C(OC(C)C)=O)=O)C. The yield is 0.880. The product is [C:1]([O:5][C:6]([CH:8]1[CH2:12][CH:11]([O:13][C:28]2[C:37]3[C:32](=[C:33]([CH3:40])[C:34]([O:38][CH3:39])=[CH:35][CH:36]=3)[N:31]=[C:30]([C:41]3[CH:46]=[CH:45][CH:44]=[C:43]([CH3:47])[N:42]=3)[CH:29]=2)[CH2:10][CH:9]1[C:14](=[O:26])[NH:15][C:16]1([C:21]([O:23][CH2:24][CH3:25])=[O:22])[CH2:18][CH:17]1[CH:19]=[CH2:20])=[O:7])([CH3:4])([CH3:2])[CH3:3]. The catalyst is C1COCC1.